This data is from Full USPTO retrosynthesis dataset with 1.9M reactions from patents (1976-2016). The task is: Predict the reactants needed to synthesize the given product. (1) Given the product [C:1]([O:5][C:6]([N:8]1[CH2:13][CH2:12][N:11]([C:14]2[N:15]=[N:16][C:17]([C:27]([F:30])([F:29])[F:28])=[C:18]([C:20]3[CH:25]=[CH:24][C:23]([C:35]4[CH:36]=[CH:37][C:32]([F:31])=[CH:33][CH:34]=4)=[CH:22][CH:21]=3)[CH:19]=2)[CH2:10][CH2:9]1)=[O:7])([CH3:4])([CH3:3])[CH3:2], predict the reactants needed to synthesize it. The reactants are: [C:1]([O:5][C:6]([N:8]1[CH2:13][CH2:12][N:11]([C:14]2[N:15]=[N:16][C:17]([C:27]([F:30])([F:29])[F:28])=[C:18]([C:20]3[CH:25]=[CH:24][C:23](Br)=[CH:22][CH:21]=3)[CH:19]=2)[CH2:10][CH2:9]1)=[O:7])([CH3:4])([CH3:3])[CH3:2].[F:31][C:32]1[CH:37]=[CH:36][C:35](B(O)O)=[CH:34][CH:33]=1.P([O-])([O-])([O-])=O.[K+].[K+].[K+]. (2) Given the product [CH3:20][O:21][C:22]1[CH:29]=[CH:28][C:25]([CH2:26][N:16]2[CH2:17][CH2:18][CH2:19][CH:14]([N:1]3[C:12]4=[C:13]5[C:8](=[CH:9][CH:10]=[CH:11]4)[CH:7]=[N:6][CH:5]=[C:4]5[CH2:3][CH2:2]3)[CH2:15]2)=[CH:24][CH:23]=1, predict the reactants needed to synthesize it. The reactants are: [N:1]1([CH:14]2[CH2:19][CH2:18][CH2:17][NH:16][CH2:15]2)[C:12]2=[C:13]3[C:8](=[CH:9][CH:10]=[CH:11]2)[CH:7]=[N:6][CH:5]=[C:4]3[CH2:3][CH2:2]1.[CH3:20][O:21][C:22]1[CH:29]=[CH:28][C:25]([CH:26]=O)=[CH:24][CH:23]=1.C(O[BH-](OC(=O)C)OC(=O)C)(=O)C.[Na+].C(=O)([O-])O.[Na+]. (3) Given the product [Br:7][C:8]1[CH:15]=[C:14]([F:16])[C:13]([F:17])=[CH:12][C:9]=1[CH:10]1[O:20][CH2:19][CH2:18][O:11]1, predict the reactants needed to synthesize it. The reactants are: C1C=CC=CC=1.[Br:7][C:8]1[CH:15]=[C:14]([F:16])[C:13]([F:17])=[CH:12][C:9]=1[CH:10]=[O:11].[CH2:18](O)[CH2:19][OH:20].CC1C=CC(S(O)(=O)=O)=CC=1. (4) Given the product [CH3:24][O:23][C:13]1[C:11]2[N:12]=[C:8]([NH:7][C:5](=[O:6])[C:4]3[CH:25]=[CH:26][N:27]=[C:2]([NH:34][CH2:35][CH2:36][N:37]4[CH2:42][CH2:41][CH2:40][CH2:39][CH2:38]4)[CH:3]=3)[S:9][C:10]=2[C:16]([N:17]2[CH2:22][CH2:21][O:20][CH2:19][CH2:18]2)=[CH:15][CH:14]=1, predict the reactants needed to synthesize it. The reactants are: Br[C:2]1[CH:3]=[C:4]([CH:25]=[CH:26][N:27]=1)[C:5]([NH:7][C:8]1[S:9][C:10]2[C:16]([N:17]3[CH2:22][CH2:21][O:20][CH2:19][CH2:18]3)=[CH:15][CH:14]=[C:13]([O:23][CH3:24])[C:11]=2[N:12]=1)=[O:6].C(=O)([O-])[O-].[Cs+].[Cs+].[NH2:34][CH2:35][CH2:36][N:37]1[CH2:42][CH2:41][CH2:40][CH2:39][CH2:38]1.